The task is: Predict the reactants needed to synthesize the given product.. This data is from Full USPTO retrosynthesis dataset with 1.9M reactions from patents (1976-2016). The reactants are: [NH:1]1[CH2:5][CH2:4][CH2:3][CH2:2]1.[C:6]([C:8]1[CH:9]=[C:10]2[C:15](=[CH:16][C:17]=1[O:18][CH2:19][CH:20]1[CH2:22][O:21]1)[N:14]=[CH:13][CH:12]=[C:11]2[O:23][C:24]1[CH:29]=[CH:28][C:27]([NH:30][C:31]([NH:33][C:34]2[S:35][CH:36]=[CH:37][N:38]=2)=[O:32])=[C:26]([F:39])[CH:25]=1)#[N:7]. Given the product [C:6]([C:8]1[CH:9]=[C:10]2[C:15](=[CH:16][C:17]=1[O:18][CH2:19][CH:20]([OH:21])[CH2:22][N:1]1[CH2:5][CH2:4][CH2:3][CH2:2]1)[N:14]=[CH:13][CH:12]=[C:11]2[O:23][C:24]1[CH:29]=[CH:28][C:27]([NH:30][C:31]([NH:33][C:34]2[S:35][CH:36]=[CH:37][N:38]=2)=[O:32])=[C:26]([F:39])[CH:25]=1)#[N:7], predict the reactants needed to synthesize it.